From a dataset of Full USPTO retrosynthesis dataset with 1.9M reactions from patents (1976-2016). Predict the reactants needed to synthesize the given product. (1) Given the product [CH3:13][O:12][C:9]1[CH:10]=[C:11]2[C:6](=[CH:7][C:8]=1[CH3:14])[O:5][CH2:4][CH2:3][CH:2]2[C:15]1[N:16]=[C:17]([S:20]([N:23]([CH3:25])[CH3:24])(=[O:22])=[O:21])[NH:18][CH:19]=1, predict the reactants needed to synthesize it. The reactants are: O[C:2]1([C:15]2[N:16]=[C:17]([S:20]([N:23]([CH3:25])[CH3:24])(=[O:22])=[O:21])[NH:18][CH:19]=2)[C:11]2[C:6](=[CH:7][C:8]([CH3:14])=[C:9]([O:12][CH3:13])[CH:10]=2)[O:5][CH2:4][CH2:3]1. (2) Given the product [C:16]([O:22][CH2:23][N:8]1[C:7](=[O:15])[C:6]2[C:11](=[CH:12][CH:13]=[CH:14][C:5]=2[O:4][CH3:3])[N:10]=[CH:9]1)(=[O:21])[C:17]([CH3:20])([CH3:19])[CH3:18], predict the reactants needed to synthesize it. The reactants are: [H-].[Na+].[CH3:3][O:4][C:5]1[CH:14]=[CH:13][CH:12]=[C:11]2[C:6]=1[C:7](=[O:15])[NH:8][CH:9]=[N:10]2.[C:16]([O:22][CH2:23]Cl)(=[O:21])[C:17]([CH3:20])([CH3:19])[CH3:18].